From a dataset of Reaction yield outcomes from USPTO patents with 853,638 reactions. Predict the reaction yield, written as a fraction of the theoretical maximum amount of product (1.0 means a 100% yield; for example, 0.34 means a 34% yield). (1) The reactants are [CH3:1][O:2][CH2:3][CH2:4][N:5]1[CH2:10][CH2:9][N:8]2[N:11]=[C:12]([NH2:14])[CH:13]=[C:7]2[CH2:6]1.Br[C:16]1[C:17](=[O:25])[N:18]([CH3:24])[C:19]([CH3:23])=[C:20]([Br:22])[CH:21]=1.C(=O)([O-])[O-].[Cs+].[Cs+].CC1(C)C2C(=C(P(C3C=CC=CC=3)C3C=CC=CC=3)C=CC=2)OC2C(P(C3C=CC=CC=3)C3C=CC=CC=3)=CC=CC1=2. The catalyst is C1C=CC(/C=C/C(/C=C/C2C=CC=CC=2)=O)=CC=1.C1C=CC(/C=C/C(/C=C/C2C=CC=CC=2)=O)=CC=1.C1C=CC(/C=C/C(/C=C/C2C=CC=CC=2)=O)=CC=1.[Pd].[Pd].O1CCOCC1. The product is [Br:22][C:20]1[CH:21]=[C:16]([NH:14][C:12]2[CH:13]=[C:7]3[CH2:6][N:5]([CH2:4][CH2:3][O:2][CH3:1])[CH2:10][CH2:9][N:8]3[N:11]=2)[C:17](=[O:25])[N:18]([CH3:24])[C:19]=1[CH3:23]. The yield is 0.620. (2) The reactants are [NH2:1][C:2]1[CH:3]=[CH:4][C:5]([S:53]([CH:56]2[CH2:58][CH2:57]2)(=[O:55])=[O:54])=[C:6]([CH2:8][N:9]([CH3:52])[C:10]([CH:12]([NH:26][C:27]2[CH:28]=[C:29]3[C:34](=[CH:35][CH:36]=2)[C:33]([N:37]([C:45]([O:47][C:48]([CH3:51])([CH3:50])[CH3:49])=[O:46])[C:38](=[O:44])[O:39][C:40]([CH3:43])([CH3:42])[CH3:41])=[N:32][CH:31]=[CH:30]3)[C:13]2[CH:18]=[CH:17][C:16]([C@H:19]([CH2:23][OH:24])[CH:20]([F:22])[F:21])=[C:15]([CH3:25])[CH:14]=2)=[O:11])[CH:7]=1.[C:59](Cl)(Cl)=[O:60]. The catalyst is C(#N)C.ClCCl. The product is [C:40]([O:39][C:38]([N:37]([C:33]1[C:34]2[C:29](=[CH:28][C:27]([NH:26][C@H:12]3[C:10](=[O:11])[N:9]([CH3:52])[CH2:8][C:6]4[CH:7]=[C:2]([CH:3]=[CH:4][C:5]=4[S:53]([CH:56]4[CH2:57][CH2:58]4)(=[O:54])=[O:55])[NH:1][C:59](=[O:60])[O:24][CH2:23][C@H:19]([CH:20]([F:21])[F:22])[C:16]4[CH:17]=[CH:18][C:13]3=[CH:14][C:15]=4[CH3:25])=[CH:36][CH:35]=2)[CH:30]=[CH:31][N:32]=1)[C:45](=[O:46])[O:47][C:48]([CH3:49])([CH3:50])[CH3:51])=[O:44])([CH3:43])([CH3:42])[CH3:41]. The yield is 0.480. (3) The reactants are [OH:1][CH2:2][C@H:3]1[C@@H:7]([OH:8])[CH:6]=[CH:5][CH2:4]1.ClC1C=CC=C(C(OO)=[O:17])C=1. The catalyst is C(Cl)Cl. The product is [OH:1][CH2:2][C@@H:3]1[CH2:4][C@H:5]2[C@H:6]([O:17]2)[C@@H:7]1[OH:8]. The yield is 0.760. (4) The reactants are [CH:1]1([O:7][C:8]2[CH:16]=[CH:15][C:14]([S:17]([CH3:20])(=[O:19])=[O:18])=[CH:13][C:9]=2[C:10]([OH:12])=O)[CH2:6][CH2:5][CH2:4][CH2:3][CH2:2]1.[N:21]1([C:27]2[S:28][C:29]([C:32]#[N:33])=[CH:30][N:31]=2)[CH2:26][CH2:25][NH:24][CH2:23][CH2:22]1. No catalyst specified. The product is [CH:1]1([O:7][C:8]2[CH:16]=[CH:15][C:14]([S:17]([CH3:20])(=[O:19])=[O:18])=[CH:13][C:9]=2[C:10]([N:24]2[CH2:25][CH2:26][N:21]([C:27]3[S:28][C:29]([C:32]#[N:33])=[CH:30][N:31]=3)[CH2:22][CH2:23]2)=[O:12])[CH2:2][CH2:3][CH2:4][CH2:5][CH2:6]1. The yield is 0.490. (5) The reactants are [Br-:1].[Br-:2].[Br-].[NH+]1C=CC=CC=1.[NH+]1C=CC=CC=1.[NH+]1C=CC=CC=1.[CH3:22][C:23]1([CH3:33])[CH2:31][C:30]2[NH:29][N:28]=[CH:27][C:26]=2[C:25](=[O:32])[CH2:24]1. The catalyst is C(O)(=O)C. The product is [Br:1][C:24]1([Br:2])[C:23]([CH3:33])([CH3:22])[CH2:31][C:30]2[NH:29][N:28]=[CH:27][C:26]=2[C:25]1=[O:32]. The yield is 1.00. (6) The reactants are [C:1]([O:4][C:5]1[CH:10]=[C:9]([CH3:11])[CH:8]=[CH:7][C:6]=1[C:12]#[N:13])(=[O:3])[CH3:2].[Br:14]N1C(=O)CCC1=O.C(OOC(=O)C1C=CC=CC=1)(=O)C1C=CC=CC=1. The catalyst is C(Cl)(Cl)(Cl)Cl.C(OCC)C. The product is [C:1]([O:4][C:5]1[CH:10]=[C:9]([CH2:11][Br:14])[CH:8]=[CH:7][C:6]=1[C:12]#[N:13])(=[O:3])[CH3:2]. The yield is 0.300. (7) The reactants are [C:1](N1C=CN=C1)(N1C=CN=C1)=[O:2].C(O)=O.[CH2:16]([O:23][NH:24][CH2:25][C@@H:26]([O:57][CH2:58][C:59]1[CH:64]=[CH:63][CH:62]=[CH:61][CH:60]=1)[C@H:27]([O:49][CH2:50][C:51]1[CH:56]=[CH:55][CH:54]=[CH:53][CH:52]=1)[C@H:28]([O:41][CH2:42][C:43]1[CH:48]=[CH:47][CH:46]=[CH:45][CH:44]=1)[CH2:29][O:30][Si:31]([CH:38]([CH3:40])[CH3:39])([CH:35]([CH3:37])[CH3:36])[CH:32]([CH3:34])[CH3:33])[C:17]1[CH:22]=[CH:21][CH:20]=[CH:19][CH:18]=1. The catalyst is C1COCC1.O. The product is [CH2:16]([O:23][N:24]([CH2:25][C@@H:26]([O:57][CH2:58][C:59]1[CH:64]=[CH:63][CH:62]=[CH:61][CH:60]=1)[C@H:27]([O:49][CH2:50][C:51]1[CH:52]=[CH:53][CH:54]=[CH:55][CH:56]=1)[C@H:28]([O:41][CH2:42][C:43]1[CH:48]=[CH:47][CH:46]=[CH:45][CH:44]=1)[CH2:29][O:30][Si:31]([CH:32]([CH3:34])[CH3:33])([CH:38]([CH3:40])[CH3:39])[CH:35]([CH3:37])[CH3:36])[CH:1]=[O:2])[C:17]1[CH:22]=[CH:21][CH:20]=[CH:19][CH:18]=1. The yield is 0.772. (8) The reactants are [CH2:1]([O:8][C:9]1[CH:24]=[C:23]([N:25]([CH2:41][C:42]2[CH:47]=[CH:46][C:45](C3C=CC(Br)=CC=3)=[CH:44][CH:43]=2)[C:26](=[O:40])[CH2:27][N:28]([CH3:39])[S:29](C2C=CC(C)=CC=2)(=[O:31])=[O:30])[CH:22]=[CH:21][C:10]=1[C:11]([O:13]CC1C=CC=CC=1)=[O:12])[C:2]1[CH:7]=[CH:6][CH:5]=[CH:4][CH:3]=1.[CH3:55][O:56][C:57]([C:59]1[CH:60]=[C:61](B(O)O)[CH:62]=[CH:63][CH:64]=1)=[O:58]. No catalyst specified. The product is [CH2:1]([O:8][C:9]1[CH:24]=[C:23]([N:25]([CH2:41][C:42]2[CH:43]=[C:44]([C:47]3[CH:42]=[CH:43][CH:44]=[CH:45][CH:46]=3)[C:45]([C:63]3[CH:62]=[CH:61][CH:60]=[C:59]([C:57]([O:56][CH3:55])=[O:58])[CH:64]=3)=[CH:46][CH:47]=2)[C:26](=[O:40])[CH2:27][N:28]([CH3:39])[S:29]([C:5]2[CH:4]=[CH:3][C:2]([CH3:1])=[CH:7][CH:6]=2)(=[O:31])=[O:30])[CH:22]=[CH:21][C:10]=1[C:11]([O:13][CH2:11][C:10]1[CH:21]=[CH:22][CH:23]=[CH:24][CH:9]=1)=[O:12])[C:2]1[CH:7]=[CH:6][CH:5]=[CH:4][CH:3]=1. The yield is 0.380. (9) The reactants are O1CCCCC1[O:7][C:8]1[CH:30]=[CH:29][C:11]2[C:12]([CH2:15][C:16]3[CH:21]=[CH:20][C:19]([O:22]C4CCCCO4)=[CH:18][CH:17]=3)=[N:13][O:14][C:10]=2[CH:9]=1.C([O-])(O)=O.[Na+]. The catalyst is CO. The product is [OH:22][C:19]1[CH:20]=[CH:21][C:16]([CH2:15][C:12]2[C:11]3[CH:29]=[CH:30][C:8]([OH:7])=[CH:9][C:10]=3[O:14][N:13]=2)=[CH:17][CH:18]=1. The yield is 0.310. (10) The reactants are ClCC([C:5]1[CH:13]=[C:12]2[C:8]([CH2:9][CH2:10][C@H:11]2[NH:14][C:15](=[O:20])[C:16]([F:19])([F:18])[F:17])=[CH:7][CH:6]=1)=O.[Cl:21]C1C=C(C=CC=1)C(OO)=O.F[C:33](F)(F)[C:34]([OH:36])=[O:35].[OH-].[NH4+]. The catalyst is ClCCl.O. The product is [Cl:21][C:5]1[CH:13]=[C:12]2[C:8]([CH2:9][CH2:10][C@:11]2([O:36][C:34]([CH3:33])=[O:35])[NH:14][C:15](=[O:20])[C:16]([F:17])([F:18])[F:19])=[CH:7][CH:6]=1. The yield is 0.480.